This data is from NCI-60 drug combinations with 297,098 pairs across 59 cell lines. The task is: Regression. Given two drug SMILES strings and cell line genomic features, predict the synergy score measuring deviation from expected non-interaction effect. (1) Drug 1: C1C(C(OC1N2C=C(C(=O)NC2=O)F)CO)O. Drug 2: CS(=O)(=O)CCNCC1=CC=C(O1)C2=CC3=C(C=C2)N=CN=C3NC4=CC(=C(C=C4)OCC5=CC(=CC=C5)F)Cl. Cell line: OVCAR-4. Synergy scores: CSS=18.2, Synergy_ZIP=-5.33, Synergy_Bliss=0.211, Synergy_Loewe=-9.73, Synergy_HSA=-0.753. (2) Drug 1: C#CCC(CC1=CN=C2C(=N1)C(=NC(=N2)N)N)C3=CC=C(C=C3)C(=O)NC(CCC(=O)O)C(=O)O. Drug 2: C1C(C(OC1N2C=NC3=C2NC=NCC3O)CO)O. Cell line: NCIH23. Synergy scores: CSS=8.04, Synergy_ZIP=-4.53, Synergy_Bliss=-6.71, Synergy_Loewe=4.68, Synergy_HSA=-6.98. (3) Drug 1: CC1=C2C(C(=O)C3(C(CC4C(C3C(C(C2(C)C)(CC1OC(=O)C(C(C5=CC=CC=C5)NC(=O)OC(C)(C)C)O)O)OC(=O)C6=CC=CC=C6)(CO4)OC(=O)C)O)C)O. Drug 2: C1CN(P(=O)(OC1)NCCCl)CCCl. Cell line: DU-145. Synergy scores: CSS=0.917, Synergy_ZIP=5.06, Synergy_Bliss=6.56, Synergy_Loewe=3.49, Synergy_HSA=0.832. (4) Drug 1: C1=CC(=CC=C1CC(C(=O)O)N)N(CCCl)CCCl.Cl. Drug 2: C1C(C(OC1N2C=C(C(=O)NC2=O)F)CO)O. Cell line: HOP-92. Synergy scores: CSS=29.7, Synergy_ZIP=-3.58, Synergy_Bliss=-4.73, Synergy_Loewe=-7.55, Synergy_HSA=-0.0453. (5) Drug 1: CC1=C(C(=O)C2=C(C1=O)N3CC4C(C3(C2COC(=O)N)OC)N4)N. Drug 2: CC(C)CN1C=NC2=C1C3=CC=CC=C3N=C2N. Cell line: BT-549. Synergy scores: CSS=26.7, Synergy_ZIP=-4.20, Synergy_Bliss=-6.27, Synergy_Loewe=-5.90, Synergy_HSA=-3.65.